Binary Classification. Given a drug SMILES string, predict its activity (active/inactive) in a high-throughput screening assay against a specified biological target. From a dataset of M1 muscarinic receptor antagonist screen with 61,756 compounds. (1) The molecule is Clc1c(c2noc(c2C(=O)N(C(C)C)Cc2onc(n2)c2ccc(OC)cc2)C)cccc1. The result is 0 (inactive). (2) The drug is O=c1n(CC(=O)NCC(OCC)=O)cnc2n(nnc12)c1ccc(cc1)C. The result is 0 (inactive). (3) The drug is O=C1N(C(=O)CC1)c1ccc(OCC)cc1. The result is 0 (inactive). (4) The compound is O=C1C=2C(C3=C(N(C2CCC1)CC)CCCC3=O)c1ccc(O)cc1. The result is 0 (inactive). (5) The molecule is S=c1n(c(n[nH]1)c1cc2c([nH]c(c2C)C)cc1)C. The result is 0 (inactive). (6) The molecule is O=c1nc(N2CCN(CC2)C)[nH]c(c1Cc1c2c(ccc1)cccc2)C. The result is 0 (inactive). (7) The compound is S(=O)(=O)(N(C1CCCCC1)CC(=O)N1CCN(CC1)Cc1ccccc1)C. The result is 0 (inactive).